Dataset: Full USPTO retrosynthesis dataset with 1.9M reactions from patents (1976-2016). Task: Predict the reactants needed to synthesize the given product. (1) Given the product [CH3:1][O:2][C:3]1[CH:11]=[CH:10][C:6]([C:7]([Cl:21])=[O:8])=[CH:5][C:4]=1[O:12][CH2:13][CH2:14][CH2:15][O:16][CH3:17], predict the reactants needed to synthesize it. The reactants are: [CH3:1][O:2][C:3]1[CH:11]=[CH:10][C:6]([C:7](O)=[O:8])=[CH:5][C:4]=1[O:12][CH2:13][CH2:14][CH2:15][O:16][CH3:17].C(Cl)(=O)C([Cl:21])=O. (2) Given the product [F:31][C:32]([F:38])([F:37])[CH2:33][C:34]([NH:2][NH:1][C:3]1[N:8]=[N:7][CH:6]=[C:5]([NH:9][CH2:10][C@@H:11]2[CH2:13][C@H:12]2[C:14]2[CH:19]=[CH:18][CH:17]=[CH:16][C:15]=2[O:20][CH3:21])[C:4]=1[C:22]([F:25])([F:24])[F:23])=[O:35], predict the reactants needed to synthesize it. The reactants are: [NH:1]([C:3]1[N:8]=[N:7][CH:6]=[C:5]([NH:9][CH2:10][C@@H:11]2[CH2:13][C@H:12]2[C:14]2[CH:19]=[CH:18][CH:17]=[CH:16][C:15]=2[O:20][CH3:21])[C:4]=1[C:22]([F:25])([F:24])[F:23])[NH2:2].C(=O)(O)[O-].[Na+].[F:31][C:32]([F:38])([F:37])[CH2:33][C:34](Cl)=[O:35]. (3) Given the product [Br:3][C:4]1[CH:5]=[C:6]2[C:10](=[CH:11][CH:12]=1)[C:16](=[O:17])[C:8]([CH3:9])([CH3:18])[CH2:7]2, predict the reactants needed to synthesize it. The reactants are: [H-].[Na+].[Br:3][C:4]1[CH:5]=[C:6]2[C:10](=[CH:11][CH:12]=1)[C:9](=O)[CH2:8][CH2:7]2.CI.[CH3:16][OH:17].[C:18]1(C)C=CC=CC=1. (4) Given the product [OH:28][C:29]1[CH:30]=[C:31]([NH:39][C:40]2[N:45]=[C:44]([NH:46][C:47]3[CH:52]=[CH:51][C:50]([C:53]([OH:55])=[O:54])=[C:49]([OH:57])[CH:48]=3)[C:43]([F:58])=[CH:42][N:41]=2)[CH:32]=[CH:33][C:34]=1[C:35]([OH:37])=[O:36], predict the reactants needed to synthesize it. The reactants are: C(C1C=C(NC2N=C(NC3C=CC=C(C(O)=O)C=3)C(F)=CN=2)C=CC=1)(O)=O.[OH:28][C:29]1[CH:30]=[C:31]([NH:39][C:40]2[N:45]=[C:44]([NH:46][C:47]3[CH:52]=[CH:51][C:50]([C:53]([O:55]C)=[O:54])=[C:49]([OH:57])[CH:48]=3)[C:43]([F:58])=[CH:42][N:41]=2)[CH:32]=[CH:33][C:34]=1[C:35]([O:37]C)=[O:36].[OH-].[Na+]. (5) Given the product [ClH:1].[ClH:1].[ClH:1].[NH:38]1[C:37]2[CH:41]=[CH:42][C:34]([C:2]3[N:3]=[C:4]4[C:9](=[CH:10][CH:11]=3)[N:8]=[CH:7][C:6]([C:12](=[O:14])[CH3:13])=[C:5]4[NH:15][C@H:16]3[CH2:17][CH2:18][C@H:19]([CH2:22][N:23]([CH3:24])[CH3:25])[CH2:20][CH2:21]3)=[CH:35][C:36]=2[N:40]=[CH:39]1, predict the reactants needed to synthesize it. The reactants are: [Cl:1][C:2]1[N:3]=[C:4]2[C:9](=[CH:10][CH:11]=1)[N:8]=[CH:7][C:6]([C:12](=[O:14])[CH3:13])=[C:5]2[NH:15][C@H:16]1[CH2:21][CH2:20][C@H:19]([CH2:22][N:23]([CH3:25])[CH3:24])[CH2:18][CH2:17]1.CC1(C)C(C)(C)OB([C:34]2[CH:42]=[CH:41][C:37]3[NH:38][CH:39]=[N:40][C:36]=3[CH:35]=2)O1.